From a dataset of Reaction yield outcomes from USPTO patents with 853,638 reactions. Predict the reaction yield, written as a fraction of the theoretical maximum amount of product (1.0 means a 100% yield; for example, 0.34 means a 34% yield). (1) The reactants are [OH:1][C:2]1[CH:9]=[CH:8][C:5]([C:6]#[N:7])=[C:4]([N+:10]([O-:12])=[O:11])[C:3]=1[O:13][CH3:14].[CH3:15][O:16][CH2:17]Cl.C(=O)([O-])[O-].[K+].[K+].O. The catalyst is CN(C)C=O. The product is [CH3:14][O:13][C:3]1[C:4]([N+:10]([O-:12])=[O:11])=[C:5]([CH:8]=[CH:9][C:2]=1[O:1][CH2:15][O:16][CH3:17])[C:6]#[N:7]. The yield is 0.835. (2) The reactants are [CH3:1][C:2]([O:5][C:6]([N:8]1[CH2:13][CH2:12][NH:11][CH:10]([C:14]([OH:27])([C:21]2[CH:26]=[CH:25][CH:24]=[CH:23][CH:22]=2)[C:15]2[CH:20]=[CH:19][CH:18]=[CH:17][CH:16]=2)[CH2:9]1)=[O:7])([CH3:4])[CH3:3].[C:28](=O)([O-])[O-:29].[K+].[K+].C(Cl)(=O)OCC. The catalyst is CN(C)C=O. The product is [CH3:4][C:2]([O:5][C:6]([N:8]1[CH2:13][CH2:12][N:11]2[C:28](=[O:29])[O:27][C:14]([C:15]3[CH:16]=[CH:17][CH:18]=[CH:19][CH:20]=3)([C:21]3[CH:22]=[CH:23][CH:24]=[CH:25][CH:26]=3)[CH:10]2[CH2:9]1)=[O:7])([CH3:1])[CH3:3]. The yield is 0.640. (3) The reactants are [NH2:1][CH:2]([C:6]([F:9])([F:8])[F:7])[C:3]([OH:5])=[O:4].C[N+](C)(C)C.[C:15](O[C:15]([O:17][C:18]([CH3:21])([CH3:20])[CH3:19])=[O:16])([O:17][C:18]([CH3:21])([CH3:20])[CH3:19])=[O:16]. The catalyst is C(#N)C. The product is [C:18]([O:17][C:15]([NH:1][CH:2]([C:6]([F:9])([F:8])[F:7])[C:3]([OH:5])=[O:4])=[O:16])([CH3:21])([CH3:20])[CH3:19]. The yield is 0.750. (4) The reactants are [NH2:1][C:2]1[CH:7]=[CH:6][CH:5]=[CH:4][C:3]=1[S:8]([NH:11][C:12]1[C:13](Cl)=[CH:14][CH:15]=[C:16]2[C:21]=1[N:20]=[CH:19][CH:18]=[C:17]2[O:22][CH3:23])(=[O:10])=[O:9].C([O-])=O.[NH4+]. The catalyst is CC(O)=O.[Pd]. The product is [NH2:1][C:2]1[CH:7]=[CH:6][CH:5]=[CH:4][C:3]=1[S:8]([NH:11][C:12]1[CH:13]=[CH:14][CH:15]=[C:16]2[C:21]=1[N:20]=[CH:19][CH:18]=[C:17]2[O:22][CH3:23])(=[O:9])=[O:10]. The yield is 0.320.